This data is from Forward reaction prediction with 1.9M reactions from USPTO patents (1976-2016). The task is: Predict the product of the given reaction. (1) Given the reactants OC(C(F)(F)F)=O.C([N:15]1[CH2:24][CH2:23][C:22]2[C:17](=[N:18][C:19]([NH:41][CH:42]([CH3:44])[CH3:43])=[C:20]([N:25]3[CH2:30][CH2:29][CH:28]([O:31][C:32]4[CH:39]=[CH:38][C:35]([C:36]#[N:37])=[CH:34][C:33]=4[F:40])[CH2:27][CH2:26]3)[N:21]=2)[CH2:16]1)C1C=CC=CC=1, predict the reaction product. The product is: [F:40][C:33]1[CH:34]=[C:35]([CH:38]=[CH:39][C:32]=1[O:31][CH:28]1[CH2:27][CH2:26][N:25]([C:20]2[N:21]=[C:22]3[CH2:23][CH2:24][NH:15][CH2:16][C:17]3=[N:18][C:19]=2[NH:41][CH:42]([CH3:44])[CH3:43])[CH2:30][CH2:29]1)[C:36]#[N:37]. (2) Given the reactants [Br:1][C:2]1[CH:7]=[CH:6][C:5]([C@:8](B2OC(C)(C)C(C)(C)O2)([CH:10]2CC2)[CH3:9])=[CH:4][CH:3]=1.ClCCl.[Li+].CC([N-][CH:30]([CH3:32])[CH3:31])C.C(NC(C)C)(C)C.C([Li])CCC.[OH-:45].[Na+].OO.[OH-].[Na+].OO.Cl.[Na+].[Cl-], predict the reaction product. The product is: [Br:1][C:2]1[CH:3]=[CH:4][C:5]([C@:8]([CH:30]2[CH2:32][CH2:31]2)([CH3:9])[CH:10]=[O:45])=[CH:6][CH:7]=1. (3) Given the reactants C(OC([N:8]1[CH2:13][CH2:12][N:11]([CH2:14][CH:15]([OH:27])[C:16]2[CH:25]=[CH:24][C:19]3[C:20](=[O:23])[O:21][CH2:22][C:18]=3[C:17]=2[CH3:26])[CH2:10][CH2:9]1)=O)(C)(C)C.[ClH:28], predict the reaction product. The product is: [Cl-:28].[OH:27][CH:15]([C:16]1[CH:25]=[CH:24][C:19]2[C:20](=[O:23])[O:21][CH2:22][C:18]=2[C:17]=1[CH3:26])[CH2:14][NH+:11]1[CH2:12][CH2:13][NH:8][CH2:9][CH2:10]1. (4) Given the reactants C([O:3][CH2:4][C:5]([O:7][C:8]([CH3:22])([CH2:10][CH2:11][C:12]([O:15][C:16](=[O:21])[CH2:17][O:18]C=O)([CH3:14])[CH3:13])[CH3:9])=[O:6])=O, predict the reaction product. The product is: [OH:3][CH2:4][C:5]([O:7][C:8]([CH3:22])([CH2:10][CH2:11][C:12]([O:15][C:16](=[O:21])[CH2:17][OH:18])([CH3:13])[CH3:14])[CH3:9])=[O:6].